Task: Predict the reactants needed to synthesize the given product.. Dataset: Full USPTO retrosynthesis dataset with 1.9M reactions from patents (1976-2016) (1) Given the product [CH3:15][O:16][C:17]([C:19]1[CH:20]=[C:21]([CH3:43])[C:22]2[O:28][C:27]3[C:29]([Cl:39])=[CH:30][C:31]([N:33]4[CH2:34][CH2:35][N:36]([CH2:7][C:8]5[CH:13]=[CH:12][CH:11]=[CH:10][CH:9]=5)[CH2:37][CH2:38]4)=[CH:32][C:26]=3[CH2:25][S:24](=[O:40])(=[O:41])[C:23]=2[CH:42]=1)=[O:18], predict the reactants needed to synthesize it. The reactants are: C(=O)([O-])[O-].[Cs+].[Cs+].[CH2:7](Cl)[C:8]1[CH:13]=[CH:12][CH:11]=[CH:10][CH:9]=1.[CH3:15][O:16][C:17]([C:19]1[CH:20]=[C:21]([CH3:43])[C:22]2[O:28][C:27]3[C:29]([Cl:39])=[CH:30][C:31]([N:33]4[CH2:38][CH2:37][NH:36][CH2:35][CH2:34]4)=[CH:32][C:26]=3[CH2:25][S:24](=[O:41])(=[O:40])[C:23]=2[CH:42]=1)=[O:18]. (2) Given the product [Cl:25][C:26]1[CH:27]=[CH:28][C:29]([O:33][CH3:34])=[C:30]([NH:31][C:22](=[O:24])[CH2:21][N:14]2[C:11]3[CH2:12][CH2:13][N:8]([C:6]([O:5][C:1]([CH3:4])([CH3:2])[CH3:3])=[O:7])[CH2:9][C:10]=3[C:16]([C:17]([F:20])([F:19])[F:18])=[N:15]2)[CH:32]=1, predict the reactants needed to synthesize it. The reactants are: [C:1]([O:5][C:6]([N:8]1[CH2:13][CH2:12][C:11]2[N:14]([CH2:21][C:22]([OH:24])=O)[N:15]=[C:16]([C:17]([F:20])([F:19])[F:18])[C:10]=2[CH2:9]1)=[O:7])([CH3:4])([CH3:3])[CH3:2].[Cl:25][C:26]1[CH:27]=[CH:28][C:29]([O:33][CH3:34])=[C:30]([CH:32]=1)[NH2:31].C1C=CC2N(O)N=NC=2C=1.C(N(CC)CC)C.CCN=C=NCCCN(C)C. (3) Given the product [Si:24]([O:1][CH2:2][C:3]1[CH:4]=[C:5]([CH:11]=[CH:12][CH:13]=1)[CH2:6][S:7]([CH3:10])(=[O:9])=[O:8])([C:20]([CH3:23])([CH3:22])[CH3:21])([CH3:26])[CH3:25], predict the reactants needed to synthesize it. The reactants are: [OH:1][CH2:2][C:3]1[CH:4]=[C:5]([CH:11]=[CH:12][CH:13]=1)[CH2:6][S:7]([CH3:10])(=[O:9])=[O:8].N1C=CN=C1.[Cl-].[C:20]([SiH:24]([CH3:26])[CH3:25])([CH3:23])([CH3:22])[CH3:21].